The task is: Predict the product of the given reaction.. This data is from Forward reaction prediction with 1.9M reactions from USPTO patents (1976-2016). (1) Given the reactants [Br:1][C:2]1[CH:3]=[C:4]([N:8]2[C:12]3=[N:13][CH:14]=[CH:15][CH:16]=[C:11]3[C:10]([C:17]([O:19]CC)=O)=[N:9]2)[CH:5]=[CH:6][CH:7]=1.C([NH2:24])=O.C[O-].[Na+], predict the reaction product. The product is: [Br:1][C:2]1[CH:3]=[C:4]([N:8]2[C:12]3=[N:13][CH:14]=[CH:15][CH:16]=[C:11]3[C:10]([C:17]([NH2:24])=[O:19])=[N:9]2)[CH:5]=[CH:6][CH:7]=1. (2) Given the reactants [Br-].[Br:2][C:3]1[CH:28]=[CH:27][CH:26]=[CH:25][C:4]=1[CH2:5][P+](C1C=CC=CC=1)(C1C=CC=CC=1)C1C=CC=CC=1.CC(C)([O-])C.[K+].[I:35][C:36]1[CH:43]=[CH:42][CH:41]=[CH:40][C:37]=1[CH:38]=O.O, predict the reaction product. The product is: [Br:2][C:3]1[CH:28]=[CH:27][CH:26]=[CH:25][C:4]=1/[CH:5]=[CH:38]\[C:37]1[CH:40]=[CH:41][CH:42]=[CH:43][C:36]=1[I:35]. (3) Given the reactants C[N:2]([CH:4]=[C:5]1[C:14](=O)[C:13]2[C:8](=[CH:9][CH:10]=[C:11]([CH3:16])[CH:12]=2)[O:7][CH2:6]1)C.Cl.[NH:18]([CH2:20][C:21]([O:23][CH2:24][CH3:25])=[O:22])N.C(O)(=O)C, predict the reaction product. The product is: [CH2:24]([O:23][C:21](=[O:22])[CH2:20][N:18]1[C:14]2[C:13]3[CH:12]=[C:11]([CH3:16])[CH:10]=[CH:9][C:8]=3[O:7][CH2:6][C:5]=2[CH:4]=[N:2]1)[CH3:25]. (4) Given the reactants [F:1][C:2]1[CH:7]=[CH:6][C:5]([C:8]2[C:13](/[CH:14]=[CH:15]/[C:16](O)=[O:17])=[C:12]([CH:19]([CH3:21])[CH3:20])[N:11]=[C:10]([N:22]([CH3:27])[S:23]([CH3:26])(=[O:25])=[O:24])[N:9]=2)=[CH:4][CH:3]=1.C(Cl)(=O)C([Cl:31])=O.ClCCl, predict the reaction product. The product is: [F:1][C:2]1[CH:7]=[CH:6][C:5]([C:8]2[C:13](/[CH:14]=[CH:15]/[C:16]([Cl:31])=[O:17])=[C:12]([CH:19]([CH3:21])[CH3:20])[N:11]=[C:10]([N:22]([CH3:27])[S:23]([CH3:26])(=[O:25])=[O:24])[N:9]=2)=[CH:4][CH:3]=1. (5) Given the reactants [CH2:1]([C:3]1[C:8]([CH2:9][S:10][C:11]2[N:16]=[C:15]([OH:17])[CH:14]=[C:13]([CH3:18])[N:12]=2)=[CH:7][CH:6]=[CH:5][N:4]=1)[CH3:2].[ClH:19].O1CCOCC1, predict the reaction product. The product is: [ClH:19].[CH2:1]([C:3]1[C:8]([CH2:9][S:10][C:11]2[N:16]=[C:15]([OH:17])[CH:14]=[C:13]([CH3:18])[N:12]=2)=[CH:7][CH:6]=[CH:5][N:4]=1)[CH3:2]. (6) Given the reactants [Cl:1][S:2]([C:5]1[CH:6]=[CH:7][C:8]([CH3:14])=[C:9]([CH:13]=1)[C:10](O)=[O:11])(=[O:4])=[O:3].CN(C)C=O.C(Cl)(=O)C([Cl:23])=O, predict the reaction product. The product is: [Cl:1][S:2]([C:5]1[CH:6]=[CH:7][C:8]([CH3:14])=[C:9]([CH:13]=1)[C:10]([Cl:23])=[O:11])(=[O:4])=[O:3]. (7) Given the reactants Cl[C:2]1[N:7]=[C:6]([C:8]2[CH:13]=[CH:12][C:11]([F:14])=[CH:10][C:9]=2[F:15])[C:5]([F:16])=[CH:4][N:3]=1.[NH2:17][C:18]1[CH:19]=[C:20]([CH2:28][OH:29])[CH:21]=[C:22]([C:24]([F:27])([F:26])[F:25])[CH:23]=1.C(O)CCC, predict the reaction product. The product is: [F:15][C:9]1[CH:10]=[C:11]([F:14])[CH:12]=[CH:13][C:8]=1[C:6]1[C:5]([F:16])=[CH:4][N:3]=[C:2]([NH:17][C:18]2[CH:19]=[C:20]([CH2:28][OH:29])[CH:21]=[C:22]([C:24]([F:25])([F:26])[F:27])[CH:23]=2)[N:7]=1. (8) The product is: [C:1]([OH:14])(=[O:13])[CH3:2].[C:1]([OH:14])(=[O:13])/[CH:2]=[CH:3]/[C:4]1[CH:12]=[CH:11][C:9]([OH:10])=[C:6]([O:7][CH3:8])[CH:5]=1. Given the reactants [C:1]([OH:14])(=[O:13])/[CH:2]=[CH:3]/[C:4]1[CH:12]=[CH:11][C:9]([OH:10])=[C:6]([O:7][CH3:8])[CH:5]=1.C(OC(=O)C)(=O)C, predict the reaction product.